From a dataset of Reaction yield outcomes from USPTO patents with 853,638 reactions. Predict the reaction yield, written as a fraction of the theoretical maximum amount of product (1.0 means a 100% yield; for example, 0.34 means a 34% yield). (1) The reactants are [NH:1]1[C:9]2[CH2:8][CH2:7][CH2:6][CH2:5][C:4]=2[CH:3]=[CH:2]1.[Cl:10][C:11]([Cl:16])([Cl:15])[C:12](Cl)=[O:13]. The catalyst is ClCCCl. The product is [Cl:10][C:11]([Cl:16])([Cl:15])[C:12]([C:2]1[NH:1][C:9]2[CH2:8][CH2:7][CH2:6][CH2:5][C:4]=2[CH:3]=1)=[O:13]. The yield is 1.00. (2) The reactants are C([N:8]1[CH2:14][CH2:13][CH2:12][O:11][CH:10]([CH2:15][C:16]2[CH:21]=[CH:20][C:19]([F:22])=[CH:18][CH:17]=2)[CH2:9]1)C1C=CC=CC=1. The catalyst is C(O)C.[Pd]. The product is [F:22][C:19]1[CH:18]=[CH:17][C:16]([CH2:15][CH:10]2[CH2:9][NH:8][CH2:14][CH2:13][CH2:12][O:11]2)=[CH:21][CH:20]=1. The yield is 0.970. (3) The reactants are [CH2:1]([O:3][C:4](=[O:7])[CH2:5]Br)[CH3:2].[CH2:8]([CH:11]1[CH2:15][N:14]([CH2:16][C:17]2[N:18]=[CH:19][N:20](C(C3C=CC=CC=3)(C3C=CC=CC=3)C3C=CC=CC=3)[CH:21]=2)[C:13](=[O:41])[CH2:12]1)[CH2:9][CH3:10]. The catalyst is C(#N)C. The product is [O:41]=[C:13]1[CH2:12][CH:11]([CH2:8][CH2:9][CH3:10])[CH2:15][N:14]1[CH2:16][C:17]1[N:18]([CH2:5][C:4]([O:3][CH2:1][CH3:2])=[O:7])[CH:19]=[N:20][CH:21]=1. The yield is 0.300. (4) The reactants are [NH2:1][C:2]1[S:6][C:5]2[CH2:7][CH2:8][CH2:9][CH2:10][C:4]=2[C:3]=1[C:11]([C:13]1[CH:18]=[CH:17][C:16]([Cl:19])=[C:15]([Cl:20])[CH:14]=1)=O.[CH:21]1([C:24](=[O:29])[CH2:25][C:26](=O)[CH3:27])[CH2:23][CH2:22]1. The catalyst is C(O)(=O)C.S(=O)(=O)(O)O. The product is [CH:21]1([C:24]([C:25]2[C:11]([C:13]3[CH:18]=[CH:17][C:16]([Cl:19])=[C:15]([Cl:20])[CH:14]=3)=[C:3]3[C:4]4[CH2:10][CH2:9][CH2:8][CH2:7][C:5]=4[S:6][C:2]3=[N:1][C:26]=2[CH3:27])=[O:29])[CH2:23][CH2:22]1. The yield is 0.230. (5) The reactants are Cl[C:2]1[N:3]=[C:4]([N:28]([CH2:30][C:31]2[CH:36]=[CH:35][C:34]([Cl:37])=[CH:33][CH:32]=2)[CH3:29])[S:5][C:6]=1[CH:7]([C:9]1[C:17]2[C:12](=[N:13][CH:14]=[CH:15][CH:16]=2)[N:11]([Si](C(C)C)(C(C)C)C(C)C)[CH:10]=1)[OH:8].C([SiH](CC)CC)C.FC(F)(F)C(O)=O. The catalyst is C(#N)C. The product is [Cl:37][C:34]1[CH:35]=[CH:36][C:31]([CH2:30][N:28]([CH3:29])[C:4]2[S:5][C:6]([C:7]([C:9]3[C:17]4[C:12](=[N:13][CH:14]=[CH:15][CH:16]=4)[NH:11][CH:10]=3)=[O:8])=[CH:2][N:3]=2)=[CH:32][CH:33]=1. The yield is 0.300. (6) The reactants are [Cl:1][C:2]1[CH:18]=[C:17]([Cl:19])[CH:16]=[CH:15][C:3]=1[CH2:4][N:5]1[C:9]([CH:10]=O)=[CH:8][C:7]([CH:12]([CH3:14])[CH3:13])=[N:6]1.C(OP([CH2:28][C:29]([O:31][CH2:32][CH3:33])=[O:30])(OCC)=O)C.[H-].[Na+].O. The catalyst is O1CCCC1.CN(C)C=O. The product is [Cl:1][C:2]1[CH:18]=[C:17]([Cl:19])[CH:16]=[CH:15][C:3]=1[CH2:4][N:5]1[C:9](/[CH:10]=[CH:28]/[C:29]([O:31][CH2:32][CH3:33])=[O:30])=[CH:8][C:7]([CH:12]([CH3:14])[CH3:13])=[N:6]1. The yield is 0.810. (7) The reactants are Cl.[CH3:2][O:3][C:4](=[O:20])[C@@H:5]([NH2:19])[CH2:6][C:7]1[CH:12]=[CH:11][C:10]([C:13]2[CH:18]=[CH:17][CH:16]=[CH:15][CH:14]=2)=[CH:9][CH:8]=1.[Br:21][C:22]1[CH:23]=[CH:24][C:25]([OH:31])=[C:26]([CH:30]=1)[C:27](O)=[O:28].Cl. The catalyst is CCOC(C)=O. The product is [CH3:2][O:3][C:4](=[O:20])[C@@H:5]([NH:19][C:27](=[O:28])[C:26]1[CH:30]=[C:22]([Br:21])[CH:23]=[CH:24][C:25]=1[OH:31])[CH2:6][C:7]1[CH:12]=[CH:11][C:10]([C:13]2[CH:18]=[CH:17][CH:16]=[CH:15][CH:14]=2)=[CH:9][CH:8]=1. The yield is 0.350.